This data is from Kir2.1 potassium channel HTS with 301,493 compounds. The task is: Binary Classification. Given a drug SMILES string, predict its activity (active/inactive) in a high-throughput screening assay against a specified biological target. (1) The compound is s1c(NC(=O)C2CN(C(=O)C2)c2ccccc2)nnc1SCC(=O)Nc1scc(n1)C. The result is 0 (inactive). (2) The drug is s1c(nc2c1cccc2)c1oc(cc1)/C=C(\C(=O)N)C#N. The result is 0 (inactive). (3) The drug is ClCC(=O)c1c(n(CC(C)C)c(=O)n(c1=O)C)N. The result is 0 (inactive).